From a dataset of NCI-60 drug combinations with 297,098 pairs across 59 cell lines. Regression. Given two drug SMILES strings and cell line genomic features, predict the synergy score measuring deviation from expected non-interaction effect. (1) Drug 1: CCC1=C2CN3C(=CC4=C(C3=O)COC(=O)C4(CC)O)C2=NC5=C1C=C(C=C5)O. Drug 2: C1C(C(OC1N2C=NC(=NC2=O)N)CO)O. Cell line: SK-OV-3. Synergy scores: CSS=13.6, Synergy_ZIP=-6.25, Synergy_Bliss=-1.59, Synergy_Loewe=-34.1, Synergy_HSA=-4.84. (2) Drug 1: C1=CC(=CC=C1CCCC(=O)O)N(CCCl)CCCl. Drug 2: C1CN1P(=S)(N2CC2)N3CC3. Cell line: SK-MEL-28. Synergy scores: CSS=20.8, Synergy_ZIP=-5.87, Synergy_Bliss=-0.718, Synergy_Loewe=-1.07, Synergy_HSA=-0.00793.